From a dataset of Reaction yield outcomes from USPTO patents with 853,638 reactions. Predict the reaction yield, written as a fraction of the theoretical maximum amount of product (1.0 means a 100% yield; for example, 0.34 means a 34% yield). The reactants are [Si:1]([O:8][CH:9]1[C@@:28]2([CH3:29])[C:13](=[CH:14][CH:15]=[C:16]3[C@@H:27]2[CH2:26][CH2:25][C@@:24]2([CH3:30])[C@H:17]3[CH2:18][CH:19]=[C:20]2[C@H:21]([OH:23])[CH3:22])[CH2:12][C@@H:11]([O:31][Si:32]([C:35]([CH3:38])([CH3:37])[CH3:36])([CH3:34])[CH3:33])[CH2:10]1)([C:4]([CH3:7])([CH3:6])[CH3:5])([CH3:3])[CH3:2].[H-].[Na+].C1OCCOCCOCCOCCOC1.Br[CH2:57]/[CH:58]=[CH:59]/[C:60]([CH3:70])([O:62][Si:63]([CH2:68][CH3:69])([CH2:66][CH3:67])[CH2:64][CH3:65])[CH3:61]. The catalyst is O1CCCC1. The product is [Si:1]([O:8][C@@H:9]1[C@@:28]2([CH3:29])[C:13](=[CH:14][CH:15]=[C:16]3[C@@H:27]2[CH2:26][CH2:25][C@@:24]2([CH3:30])[C@H:17]3[CH2:18][CH:19]=[C:20]2[C@H:21]([O:23][CH2:57]/[CH:58]=[CH:59]/[C:60]([CH3:70])([O:62][Si:63]([CH2:66][CH3:67])([CH2:68][CH3:69])[CH2:64][CH3:65])[CH3:61])[CH3:22])[CH2:12][C@@H:11]([O:31][Si:32]([C:35]([CH3:37])([CH3:36])[CH3:38])([CH3:33])[CH3:34])[CH2:10]1)([C:4]([CH3:7])([CH3:6])[CH3:5])([CH3:3])[CH3:2]. The yield is 0.890.